Dataset: Forward reaction prediction with 1.9M reactions from USPTO patents (1976-2016). Task: Predict the product of the given reaction. (1) Given the reactants C(N(C(C)C)CC)(C)C.[CH3:10][NH:11][CH3:12].[Br:13][C:14]1[CH:19]=[CH:18][C:17]([S:20](Cl)(=[O:22])=[O:21])=[CH:16][C:15]=1[CH3:24], predict the reaction product. The product is: [Br:13][C:14]1[CH:19]=[CH:18][C:17]([S:20]([N:11]([CH3:12])[CH3:10])(=[O:22])=[O:21])=[CH:16][C:15]=1[CH3:24]. (2) Given the reactants P(Cl)(Cl)(Cl)=O.[CH2:6]([N:8]1[C:21]2[CH:20]=[CH:19][CH:18]=[CH:17][C:16]=2[S:15][C:14]2[C:9]1=[CH:10][CH:11]=[CH:12][CH:13]=2)[CH3:7].[OH-].[K+].CN(C)[CH:26]=[O:27], predict the reaction product. The product is: [CH2:6]([N:8]1[C:9]2[CH:10]=[CH:11][C:12]([CH:26]=[O:27])=[CH:13][C:14]=2[S:15][C:16]2[C:21]1=[CH:20][CH:19]=[CH:18][CH:17]=2)[CH3:7]. (3) Given the reactants [Cl:1][C:2]1[CH:3]=[C:4]([CH:22]=[CH:23][C:24]=1[Cl:25])[O:5][CH:6]1[CH2:11][CH2:10][N:9]([CH2:12][CH2:13][NH:14]C(=O)OC(C)(C)C)[CH2:8][CH2:7]1.[F:26][C:27]([F:32])([F:31])[C:28]([OH:30])=[O:29], predict the reaction product. The product is: [F:26][C:27]([F:32])([F:31])[C:28]([OH:30])=[O:29].[Cl:1][C:2]1[CH:3]=[C:4]([CH:22]=[CH:23][C:24]=1[Cl:25])[O:5][CH:6]1[CH2:7][CH2:8][N:9]([CH2:12][CH2:13][NH2:14])[CH2:10][CH2:11]1. (4) Given the reactants [Cl:1]C1C=CC(C(O)=O)=C(OCC2C3C(OC(C)(C)O3)C(N3C=NC4C3=NC=NC=4NC(NC3C=CC=CC=3)=O)O2)N=1.Cl[C:43]1[N:51]=[C:50]([O:52][CH2:53][CH:54]2[CH:61]3[CH:57]([O:58][C:59]([CH3:63])([CH3:62])[O:60]3)[CH:56]([N:64]3[CH:72]=[N:71][C:70]4[C:65]3=[N:66][CH:67]=[N:68][C:69]=4[NH:73][C:74]([NH:76][C:77]3[CH:82]=[CH:81][CH:80]=[CH:79][CH:78]=3)=[O:75])[O:55]2)[CH:49]=[CH:48][C:44]=1[C:45]([OH:47])=[O:46], predict the reaction product. The product is: [Cl:1][C:49]1[C:50]([O:52][CH2:53][CH:54]2[CH:61]3[CH:57]([O:58][C:59]([CH3:63])([CH3:62])[O:60]3)[CH:56]([N:64]3[CH:72]=[N:71][C:70]4[C:65]3=[N:66][CH:67]=[N:68][C:69]=4[NH:73][C:74]([NH:76][C:77]3[CH:78]=[CH:79][CH:80]=[CH:81][CH:82]=3)=[O:75])[O:55]2)=[N:51][CH:43]=[C:44]([CH:48]=1)[C:45]([OH:47])=[O:46]. (5) Given the reactants BrC[C:3]1[CH:8]=[CH:7][CH:6]=[CH:5][C:4]=1[CH:9]([CH2:11][CH2:12][CH2:13][CH2:14][CH2:15][CH2:16][CH2:17][CH2:18][CH2:19][CH2:20][CH2:21][CH3:22])[CH3:10].[C:23]([O-:26])(=[O:25])[CH3:24].[Na+].[C:28](O)(=O)C, predict the reaction product. The product is: [C:23]([O:26][CH2:28][C:7]1[CH:8]=[CH:3][C:4]([CH:9]([CH2:11][CH2:12][CH2:13][CH2:14][CH2:15][CH2:16][CH2:17][CH2:18][CH2:19][CH2:20][CH2:21][CH3:22])[CH3:10])=[CH:5][CH:6]=1)(=[O:25])[CH3:24]. (6) Given the reactants [Br:1][C:2]1[CH:3]=[C:4]2[C:9](=[CH:10][CH:11]=1)[CH:8]=[N:7][CH:6]=[CH:5]2.[Cl:12]C1C=CC=C(C(OO)=[O:20])C=1.Cl.C(OCC)C, predict the reaction product. The product is: [ClH:12].[Br:1][C:2]1[CH:3]=[C:4]2[C:9](=[CH:10][CH:11]=1)[CH:8]=[N+:7]([O-:20])[CH:6]=[CH:5]2. (7) Given the reactants Br[C:2]1[CH:3]=[C:4]([NH:9][CH:10]([C:13]2[CH:18]=[CH:17][C:16]([Cl:19])=[C:15]([CH3:20])[CH:14]=2)[CH2:11][CH3:12])[CH:5]=[CH:6][C:7]=1[CH3:8].[Li]C(C)(C)C.CN([CH:29]=[O:30])C, predict the reaction product. The product is: [Cl:19][C:16]1[CH:17]=[CH:18][C:13]([CH:10]([NH:9][C:4]2[CH:5]=[CH:6][C:7]([CH3:8])=[C:2]([CH:3]=2)[CH:29]=[O:30])[CH2:11][CH3:12])=[CH:14][C:15]=1[CH3:20].